From a dataset of Full USPTO retrosynthesis dataset with 1.9M reactions from patents (1976-2016). Predict the reactants needed to synthesize the given product. (1) Given the product [Si:22]([O:25][CH2:26][C:27]([C:30]1[C:31]([F:36])=[C:32]([CH:33]=[CH:34][CH:35]=1)[CH:40]=[O:41])([CH3:29])[CH3:28])([C:18]([CH3:19])([CH3:20])[CH3:21])([CH3:23])[CH3:24], predict the reactants needed to synthesize it. The reactants are: C([Li])(CC)C.CN(C)CCN(C)CCN(C)C.[C:18]([Si:22]([O:25][CH2:26][C:27]([C:30]1[CH:35]=[CH:34][CH:33]=[CH:32][C:31]=1[F:36])([CH3:29])[CH3:28])([CH3:24])[CH3:23])([CH3:21])([CH3:20])[CH3:19].CN([CH:40]=[O:41])C. (2) Given the product [CH3:15][N:2]([CH3:1])[CH2:3][CH2:4][CH2:5][C:6]1[NH:7][CH:8]=[C:9]([CH2:11][CH2:12][CH3:13])[CH:10]=1, predict the reactants needed to synthesize it. The reactants are: [CH3:1][N:2]([CH3:15])[C:3](=O)[CH2:4][CH2:5][C:6]1[NH:7][CH:8]=[C:9]([CH2:11][CH2:12][CH3:13])[CH:10]=1.[H-].[H-].[H-].[H-].[Li+].[Al+3]. (3) Given the product [CH3:1][O:2][C:3]1[CH:4]=[CH:5][C:6]([C:7]([NH:9][C:10]2[C:11]([NH:16][C:17]([CH:19]3[CH2:20][CH2:21][N:22]([CH2:30][C:29]4[CH:32]=[CH:33][C:34]([OH:36])=[CH:35][C:28]=4[Cl:27])[CH2:23][CH2:24]3)=[O:18])=[CH:12][CH:13]=[CH:14][CH:15]=2)=[O:8])=[CH:25][CH:26]=1, predict the reactants needed to synthesize it. The reactants are: [CH3:1][O:2][C:3]1[CH:26]=[CH:25][C:6]([C:7]([NH:9][C:10]2[C:11]([NH:16][C:17]([CH:19]3[CH2:24][CH2:23][NH:22][CH2:21][CH2:20]3)=[O:18])=[CH:12][CH:13]=[CH:14][CH:15]=2)=[O:8])=[CH:5][CH:4]=1.[Cl:27][C:28]1[CH:35]=[C:34]([OH:36])[CH:33]=[CH:32][C:29]=1[CH:30]=O. (4) Given the product [CH2:35]([O:34][C:32](=[O:33])[CH2:31][C:13]12[CH2:14][CH2:15][CH2:16][CH2:17][C:12]1([CH2:18][C:19]1[CH:20]=[CH:21][C:22]([C:23]#[N:24])=[CH:25][CH:26]=1)[NH:11][C:10](=[O:27])[N:9]2[C:4]1[CH:5]=[C:6]([Cl:8])[CH:7]=[C:2]([Cl:1])[CH:3]=1)[CH3:36], predict the reactants needed to synthesize it. The reactants are: [Cl:1][C:2]1[CH:3]=[C:4]([N:9]2[C:13]3=[CH:14][CH2:15][CH2:16][CH2:17][C:12]3([CH2:18][C:19]3[CH:26]=[CH:25][C:22]([C:23]#[N:24])=[CH:21][CH:20]=3)[NH:11][C:10]2=[O:27])[CH:5]=[C:6]([Cl:8])[CH:7]=1.[H-].[Na+].Br[CH2:31][C:32]([O:34][CH2:35][CH3:36])=[O:33]. (5) Given the product [CH3:15][N:8]([C:9]1[CH:10]=[CH:11][CH:12]=[CH:13][CH:14]=1)[C:6]1[N:7]=[C:2]([NH2:1])[N:3]=[C:4]([C:16]2[N:20]=[C:19]([C:21]3[CH:26]=[N:25][C:24]([CH2:27][N:36]4[CH2:37][CH2:38][CH2:35][CH2:34]4)=[CH:23][CH:22]=3)[O:18][N:17]=2)[N:5]=1, predict the reactants needed to synthesize it. The reactants are: [NH2:1][C:2]1[N:7]=[C:6]([N:8]([CH3:15])[C:9]2[CH:14]=[CH:13][CH:12]=[CH:11][CH:10]=2)[N:5]=[C:4]([C:16]2[N:20]=[C:19]([C:21]3[CH:22]=[CH:23][C:24]([CH2:27]O)=[N:25][CH:26]=3)[O:18][N:17]=2)[N:3]=1.CS(Cl)(=O)=O.[CH2:34]([N:36](CC)[CH2:37][CH3:38])[CH3:35].N1CCCC1.